The task is: Regression. Given a peptide amino acid sequence and an MHC pseudo amino acid sequence, predict their binding affinity value. This is MHC class I binding data.. This data is from Peptide-MHC class I binding affinity with 185,985 pairs from IEDB/IMGT. (1) The peptide sequence is LLRDKDGVY. The MHC is HLA-B08:03 with pseudo-sequence HLA-B08:03. The binding affinity (normalized) is 0.0847. (2) The binding affinity (normalized) is 0.358. The MHC is HLA-B07:02 with pseudo-sequence HLA-B07:02. The peptide sequence is LPKEACMEI. (3) The peptide sequence is DSEPISILDR. The MHC is HLA-A03:01 with pseudo-sequence HLA-A03:01. The binding affinity (normalized) is 0. (4) The peptide sequence is WWLEYTASF. The MHC is HLA-B18:01 with pseudo-sequence HLA-B18:01. The binding affinity (normalized) is 0.610. (5) The peptide sequence is KLMPGSIYV. The MHC is HLA-B15:42 with pseudo-sequence HLA-B15:42. The binding affinity (normalized) is 0.213. (6) The peptide sequence is SIILANERY. The MHC is HLA-A33:01 with pseudo-sequence HLA-A33:01. The binding affinity (normalized) is 0.